From a dataset of Forward reaction prediction with 1.9M reactions from USPTO patents (1976-2016). Predict the product of the given reaction. (1) Given the reactants [C:1]([C:3]1[C:12](I)=[CH:11][C:6]([C:7]([O:9][CH3:10])=[O:8])=[C:5]([F:14])[CH:4]=1)#[N:2].C(=O)([O-])[O-].[Cs+].[Cs+].[CH3:21][CH2:22][CH:23]([NH2:26])[CH2:24][CH3:25].CC1(C)C2C(=C(P(C3C=CC=CC=3)C3C=CC=CC=3)C=CC=2)[O:48]C2C(P(C3C=CC=CC=3)C3C=CC=CC=3)=CC=CC1=2.C(=O)([O-])[O-].[K+].[K+].OO, predict the reaction product. The product is: [NH2:2][C:1]([C:3]1[C:12]([NH:26][CH:23]([CH2:24][CH3:25])[CH2:22][CH3:21])=[CH:11][C:6]([C:7]([O:9][CH3:10])=[O:8])=[C:5]([F:14])[CH:4]=1)=[O:48]. (2) Given the reactants [C:1]([C:3]1[CH:12]=[CH:11][C:6]([C:7]([O:9][CH3:10])=[O:8])=[C:5]([F:13])[CH:4]=1)#N.C(O)(=[O:16])C, predict the reaction product. The product is: [F:13][C:5]1[CH:4]=[C:3]([CH2:1][OH:16])[CH:12]=[CH:11][C:6]=1[C:7]([O:9][CH3:10])=[O:8].